Task: Predict which catalyst facilitates the given reaction.. Dataset: Catalyst prediction with 721,799 reactions and 888 catalyst types from USPTO (1) Reactant: [CH:1]1([C:4]([C:7]2[CH:12]=[CH:11][C:10]([O:13][C:14]([F:17])([F:16])[F:15])=[CH:9][CH:8]=2)=[N:5]O)[CH2:3][CH2:2]1.Cl.C(O)C. Product: [CH:1]1([CH:4]([C:7]2[CH:12]=[CH:11][C:10]([O:13][C:14]([F:15])([F:16])[F:17])=[CH:9][CH:8]=2)[NH2:5])[CH2:3][CH2:2]1. The catalyst class is: 178. (2) Reactant: [F:1][C:2]1[C:7]([F:8])=[CH:6][C:5]([C:9]2[CH:14]=[CH:13][N:12]=[CH:11][C:10]=2[NH:15][CH3:16])=[C:4]([O:17][CH3:18])[CH:3]=1.[F:19][C:20]1[CH:21]=[C:22]([CH:26]=[C:27]([C:29]([F:32])([F:31])[F:30])[CH:28]=1)[C:23](Cl)=[O:24]. Product: [F:1][C:2]1[C:7]([F:8])=[CH:6][C:5]([C:9]2[CH:14]=[CH:13][N:12]=[CH:11][C:10]=2[N:15]([CH3:16])[C:23](=[O:24])[C:22]2[CH:26]=[C:27]([C:29]([F:32])([F:31])[F:30])[CH:28]=[C:20]([F:19])[CH:21]=2)=[C:4]([O:17][CH3:18])[CH:3]=1. The catalyst class is: 243. (3) Reactant: [Cl-].[Li+].[Si:3]([O:10][CH2:11][CH2:12][NH2:13])([C:6]([CH3:9])([CH3:8])[CH3:7])([CH3:5])[CH3:4].[C:14]([O:18][CH2:19][C:20]1[CH:25]=[CH:24][CH:23]=[CH:22][CH:21]=1)(=[O:17])[CH:15]=[CH2:16]. Product: [Si:3]([O:10][CH2:11][CH2:12][NH:13][CH2:16][CH2:15][C:14]([O:18][CH2:19][C:20]1[CH:25]=[CH:24][CH:23]=[CH:22][CH:21]=1)=[O:17])([C:6]([CH3:8])([CH3:9])[CH3:7])([CH3:5])[CH3:4]. The catalyst class is: 92. (4) Reactant: Br[CH2:2][CH2:3][CH2:4][CH2:5][CH2:6][O:7][C:8]1[CH:9]=[CH:10][C:11]2[C:17]([CH3:19])([CH3:18])[CH2:16][CH2:15][C:14](=[O:20])[NH:13][C:12]=2[CH:21]=1.Cl.[Cl:23][C:24]1[C:29]([Cl:30])=[CH:28][CH:27]=[CH:26][C:25]=1[N:31]1[CH2:36][CH2:35][NH:34][CH2:33][CH2:32]1.[I-].[Na+].C(=O)([O-])[O-].[K+].[K+]. Product: [Cl:23][C:24]1[C:29]([Cl:30])=[CH:28][CH:27]=[CH:26][C:25]=1[N:31]1[CH2:36][CH2:35][N:34]([CH2:2][CH2:3][CH2:4][CH2:5][CH2:6][O:7][C:8]2[CH:9]=[CH:10][C:11]3[C:17]([CH3:19])([CH3:18])[CH2:16][CH2:15][C:14](=[O:20])[NH:13][C:12]=3[CH:21]=2)[CH2:33][CH2:32]1. The catalyst class is: 10.